Dataset: Forward reaction prediction with 1.9M reactions from USPTO patents (1976-2016). Task: Predict the product of the given reaction. (1) Given the reactants [NH2:1][C:2]1[N:6]([C:7]2[CH:12]=[CH:11][CH:10]=[CH:9][CH:8]=2)[N:5]=[C:4]([CH2:13][CH3:14])[C:3]=1[C:15]([O:17]CC)=[O:16].[OH-].[Na+].O, predict the reaction product. The product is: [NH2:1][C:2]1[N:6]([C:7]2[CH:12]=[CH:11][CH:10]=[CH:9][CH:8]=2)[N:5]=[C:4]([CH2:13][CH3:14])[C:3]=1[C:15]([OH:17])=[O:16]. (2) Given the reactants [N:1]1[CH:6]=[CH:5][CH:4]=[CH:3][C:2]=1[C:7]1[N:15]2[C:10]([CH:11]=[CH:12][CH:13]=[CH:14]2)=[C:9]([C:16]([F:19])([F:18])[F:17])[C:8]=1[CH:20](O)[CH3:21].[Si:23]([O:30][C:31]1[CH:32]=[C:33]([C:38]2[C:46]3[C:41](=[N:42][CH:43]=[N:44][C:45]=3[NH2:47])[NH:40][N:39]=2)[CH:34]=[C:35]([F:37])[CH:36]=1)([C:26]([CH3:29])([CH3:28])[CH3:27])([CH3:25])[CH3:24].C1C=CC(P(C2C=CC=CC=2)C2C=CC=CC=2)=CC=1.CC(OC(/N=N/C(OC(C)C)=O)=O)C, predict the reaction product. The product is: [Si:23]([O:30][C:31]1[CH:32]=[C:33]([C:38]2[C:46]3[C:41](=[N:42][CH:43]=[N:44][C:45]=3[NH2:47])[N:40]([CH:20]([C:8]3[C:9]([C:16]([F:19])([F:18])[F:17])=[C:10]4[N:15]([C:7]=3[C:2]3[CH:3]=[CH:4][CH:5]=[CH:6][N:1]=3)[CH:14]=[CH:13][CH:12]=[CH:11]4)[CH3:21])[N:39]=2)[CH:34]=[C:35]([F:37])[CH:36]=1)([C:26]([CH3:27])([CH3:28])[CH3:29])([CH3:24])[CH3:25]. (3) The product is: [Si:1]([O:9][CH2:10][C@H:11]1[NH:15][C:14](=[O:16])[CH2:13][CH2:12]1)([C:4]([CH3:7])([CH3:6])[CH3:5])([CH3:3])[CH3:2]. Given the reactants [Si:1](Cl)([C:4]([CH3:7])([CH3:6])[CH3:5])([CH3:3])[CH3:2].[OH:9][CH2:10][C@H:11]1[NH:15][C:14](=[O:16])[CH2:13][CH2:12]1.N1C=CN=C1, predict the reaction product. (4) Given the reactants Cl[C:2]1[CH:11]=[CH:10][C:9]2[C:4](=[CH:5][CH:6]=[C:7]([O:12][CH3:13])[CH:8]=2)[N:3]=1.[NH:14]1[CH2:20][CH2:19][CH2:18][NH:17][CH2:16][CH2:15]1.C(=O)(O)[O-].[Na+], predict the reaction product. The product is: [NH:14]1[CH2:20][CH2:19][CH2:18][NH:17][CH2:16][CH:15]1[C:2]1[CH:11]=[CH:10][C:9]2[C:4](=[CH:5][CH:6]=[C:7]([O:12][CH3:13])[CH:8]=2)[N:3]=1.